This data is from Retrosynthesis with 50K atom-mapped reactions and 10 reaction types from USPTO. The task is: Predict the reactants needed to synthesize the given product. (1) Given the product C[C@H]1CN(c2ncccc2Br)CCN1, predict the reactants needed to synthesize it. The reactants are: C[C@H]1CNCCN1.Clc1ncccc1Br. (2) Given the product O=c1n(CCc2ccc3ccccc3n2)nc2cccc(N3CCOCC3)n12, predict the reactants needed to synthesize it. The reactants are: C1COCCN1.O=c1n(CCc2ccc3ccccc3n2)nc2cccc(Br)n12. (3) Given the product OCCC1CCCCN1, predict the reactants needed to synthesize it. The reactants are: OCCc1ccccn1. (4) Given the product N#Cc1ccc2c(c1)S(=O)(=O)c1ccccc1C2=O, predict the reactants needed to synthesize it. The reactants are: NC(=O)c1ccc2c(c1)S(=O)(=O)c1ccccc1C2=O. (5) Given the product C[C@H](C[C@@H](Cc1ccc(-c2cccc(Cl)c2)cc1)NC(=O)c1noc(=O)[nH]1)C(=O)O, predict the reactants needed to synthesize it. The reactants are: CCOC(=O)[C@H](C)C[C@@H](Cc1ccc(-c2cccc(Cl)c2)cc1)NC(=O)c1noc(=O)[nH]1.